This data is from Full USPTO retrosynthesis dataset with 1.9M reactions from patents (1976-2016). The task is: Predict the reactants needed to synthesize the given product. (1) Given the product [C:4]([O:3][C:1]([NH:8][C@H:9]1[CH2:14][C@@H:13]([C:15]([F:17])([F:16])[F:18])[CH2:12][N:11]([C:30]([O:32][CH2:33][C:34]2[CH:39]=[CH:38][CH:37]=[CH:36][CH:35]=2)=[O:31])[CH2:10]1)=[O:2])([CH3:7])([CH3:6])[CH3:5], predict the reactants needed to synthesize it. The reactants are: [C:1]([NH:8][C@H:9]1[CH2:14][C@@H:13]([C:15]([F:18])([F:17])[F:16])[CH2:12][NH:11][CH2:10]1)([O:3][C:4]([CH3:7])([CH3:6])[CH3:5])=[O:2].C([O-])(O)=O.[Na+].C1COCC1.Cl[C:30]([O:32][CH2:33][C:34]1[CH:39]=[CH:38][CH:37]=[CH:36][CH:35]=1)=[O:31]. (2) Given the product [CH3:22][CH:23]([CH3:29])[CH2:24][CH2:25][C:26]([N:12]1[CH2:13][CH2:8][N:9]([C:14](=[O:21])[CH2:15][CH2:16][CH2:17][CH2:18][CH2:19][NH2:20])[CH2:10][CH2:11]1)=[O:27], predict the reactants needed to synthesize it. The reactants are: C([CH:8]1[CH2:13][NH:12][CH2:11][CH2:10][N:9]1[C:14](=[O:21])[CH2:15][CH2:16][CH2:17][CH2:18][CH2:19][NH2:20])(OC(C)(C)C)=O.[CH3:22][CH:23]([CH3:29])[CH2:24][CH2:25][C:26](Cl)=[O:27].C(O)(C(F)(F)F)=O.Cl.Cl.C1COCC1. (3) Given the product [S:5]1[CH2:4][CH:3]([C:6]([OH:8])=[O:7])[NH:2][C@H:21]1[C:20]1[S:16][CH:17]=[N:18][CH:19]=1, predict the reactants needed to synthesize it. The reactants are: Cl.[NH2:2][C@H:3]([C:6]([OH:8])=[O:7])[CH2:4][SH:5].C([O-])(=O)C.[K+].CO.[S:16]1[C:20]([CH:21]=O)=[CH:19][N:18]=[CH:17]1. (4) Given the product [C:6]([C:5]([C:8]#[N:9])=[CH:4][NH:11][CH2:12][CH2:13][NH:14][C:15]([C:17]1[CH:22]=[CH:21][C:20]([F:23])=[CH:19][CH:18]=1)=[O:16])#[N:7], predict the reactants needed to synthesize it. The reactants are: C(O[CH:4]=[C:5]([C:8]#[N:9])[C:6]#[N:7])C.Cl.[NH2:11][CH2:12][CH2:13][NH:14][C:15]([C:17]1[CH:22]=[CH:21][C:20]([F:23])=[CH:19][CH:18]=1)=[O:16].C(N(CC)CC)C. (5) Given the product [CH3:3][N:4]([C:8]1[N:9]=[CH:10][CH:11]=[CH:12][N:13]=1)[CH2:5][CH2:6][O:7][C:15]1[CH:22]=[CH:21][C:18]([CH:19]=[O:20])=[CH:17][CH:16]=1, predict the reactants needed to synthesize it. The reactants are: [H-].[Na+].[CH3:3][N:4]([C:8]1[N:13]=[CH:12][CH:11]=[CH:10][N:9]=1)[CH2:5][CH2:6][OH:7].F[C:15]1[CH:22]=[CH:21][C:18]([CH:19]=[O:20])=[CH:17][CH:16]=1.C(OCC)(=O)C.CCCCCC. (6) The reactants are: [NH2:1][C:2]1[CH:21]=[CH:20][C:5]([O:6][C:7]2[CH:12]=[CH:11][N:10]=[C:9]3[CH:13]=[C:14]([C:16]([O:18][CH3:19])=[O:17])[S:15][C:8]=23)=[CH:4][C:3]=1[F:22].[F:23][C:24]1[CH:29]=[CH:28][C:27]([CH3:30])=[CH:26][C:25]=1[N:31]=[C:32]=[O:33]. Given the product [F:22][C:3]1[CH:4]=[C:5]([CH:20]=[CH:21][C:2]=1[NH:1][C:32]([NH:31][C:25]1[CH:26]=[C:27]([CH3:30])[CH:28]=[CH:29][C:24]=1[F:23])=[O:33])[O:6][C:7]1[CH:12]=[CH:11][N:10]=[C:9]2[CH:13]=[C:14]([C:16]([O:18][CH3:19])=[O:17])[S:15][C:8]=12, predict the reactants needed to synthesize it.